This data is from Full USPTO retrosynthesis dataset with 1.9M reactions from patents (1976-2016). The task is: Predict the reactants needed to synthesize the given product. (1) Given the product [NH:6]1[C:14]2[C:9](=[CH:10][CH:11]=[CH:12][CH:13]=2)[C:8]([C@H:3]([CH3:4])[CH2:2][CH:1]=[O:5])=[CH:7]1, predict the reactants needed to synthesize it. The reactants are: [CH:1](=[O:5])/[CH:2]=[CH:3]/[CH3:4].[NH:6]1[C:14]2[C:9](=[CH:10][CH:11]=[CH:12][CH:13]=2)[CH:8]=[CH:7]1.[N+](C1C=C([N+]([O-])=O)C=CC=1C(O)=O)([O-])=O.C([C@@H]1N[C@H](C(C)(C)C)N(C)C1=O)C1C=CC=CC=1. (2) Given the product [CH:1]1([CH2:7][NH:8][C:9]([C:11]2([CH2:17][C:18]3[CH:19]=[CH:20][C:21]([C:24]4[CH:25]=[CH:26][CH:27]=[CH:28][CH:29]=4)=[CH:22][CH:23]=3)[CH2:16][CH2:15][N:14]([C:39](=[O:40])[C@@H:38]([NH2:37])[CH2:42][C:43]3[S:44][CH:45]=[CH:46][CH:47]=3)[CH2:13][CH2:12]2)=[O:10])[CH2:6][CH2:5][CH2:4][CH2:3][CH2:2]1, predict the reactants needed to synthesize it. The reactants are: [CH:1]1([CH2:7][NH:8][C:9]([C:11]2([CH2:17][C:18]3[CH:23]=[CH:22][C:21]([C:24]4[CH:29]=[CH:28][CH:27]=[CH:26][CH:25]=4)=[CH:20][CH:19]=3)[CH2:16][CH2:15][NH:14][CH2:13][CH2:12]2)=[O:10])[CH2:6][CH2:5][CH2:4][CH2:3][CH2:2]1.C(OC([NH:37][C@@H:38]([CH2:42][C:43]1[S:44][CH:45]=[CH:46][CH:47]=1)[C:39](O)=[O:40])=O)(C)(C)C.C(N(C(C)C)CC)(C)C.CN(C(ON1N=NC2C=CC=CC1=2)=[N+](C)C)C.F[P-](F)(F)(F)(F)F. (3) Given the product [CH2:1]([O:8][C@H:9]1[C@H:15]([O:16][CH2:17][C:18]2[CH:23]=[CH:22][CH:21]=[CH:20][CH:19]=2)[C@@H:14]([O:24][CH2:25][C:26]2[CH:31]=[CH:30][CH:29]=[CH:28][CH:27]=2)[C@:13]2([C:33]3[CH:38]=[CH:37][C:36]([Cl:39])=[C:35]([CH2:40][C:41]4[CH:42]=[CH:43][C:44]([O:47][CH2:48][C:49]([F:52])([F:51])[F:50])=[CH:45][CH:46]=4)[CH:34]=3)[O:32][C@@:10]1([C:53]([OH:56])=[O:54])[CH2:11][O:12]2)[C:2]1[CH:3]=[CH:4][CH:5]=[CH:6][CH:7]=1, predict the reactants needed to synthesize it. The reactants are: [CH2:1]([O:8][C@H:9]1[C@H:15]([O:16][CH2:17][C:18]2[CH:23]=[CH:22][CH:21]=[CH:20][CH:19]=2)[C@@H:14]([O:24][CH2:25][C:26]2[CH:31]=[CH:30][CH:29]=[CH:28][CH:27]=2)[C@:13]2([C:33]3[CH:38]=[CH:37][C:36]([Cl:39])=[C:35]([CH2:40][C:41]4[CH:46]=[CH:45][C:44]([O:47][CH2:48][C:49]([F:52])([F:51])[F:50])=[CH:43][CH:42]=4)[CH:34]=3)[O:32][C@@:10]1([CH2:53][OH:54])[CH2:11][O:12]2)[C:2]1[CH:7]=[CH:6][CH:5]=[CH:4][CH:3]=1.C(=O)(O)[O-:56].[Na+].[Br-].[K+].Cl[O-].[Na+].Cl. (4) Given the product [I-:22].[CH3:1][O:2][C:3]1[C:8]([CH3:9])=[C:7]([C:10]([F:11])([F:12])[F:13])[CH:6]=[CH:5][C:4]=1[C:14]1[O:15][CH2:16][C:17]([CH3:20])([CH3:19])[N+:18]=1[CH3:21], predict the reactants needed to synthesize it. The reactants are: [CH3:1][O:2][C:3]1[C:8]([CH3:9])=[C:7]([C:10]([F:13])([F:12])[F:11])[CH:6]=[CH:5][C:4]=1[C:14]1[O:15][CH2:16][C:17]([CH3:20])([CH3:19])[N:18]=1.[CH3:21][I:22].